This data is from Reaction yield outcomes from USPTO patents with 853,638 reactions. The task is: Predict the reaction yield, written as a fraction of the theoretical maximum amount of product (1.0 means a 100% yield; for example, 0.34 means a 34% yield). The reactants are [CH3:1][O:2][C:3](=[O:15])[C:4]1[CH:9]=[C:8]([I:10])[CH:7]=[C:6]([N+:11]([O-])=O)[C:5]=1[F:14].Cl[Sn]Cl. The catalyst is CCOC(C)=O. The product is [CH3:1][O:2][C:3](=[O:15])[C:4]1[CH:9]=[C:8]([I:10])[CH:7]=[C:6]([NH2:11])[C:5]=1[F:14]. The yield is 0.620.